Dataset: Catalyst prediction with 721,799 reactions and 888 catalyst types from USPTO. Task: Predict which catalyst facilitates the given reaction. (1) Reactant: [CH3:1][C@@H:2]1[CH2:8][NH:7][CH2:6][C:5]2[CH:9]=[CH:10][C:11]([C:13]([O:15]C)=O)=[CH:12][C:4]=2[O:3]1.[NH2:17][OH:18].[OH-].[Na+]. Product: [OH:18][NH:17][C:13]([C:11]1[CH:10]=[CH:9][C:5]2[CH2:6][NH:7][CH2:8][C@@H:2]([CH3:1])[O:3][C:4]=2[CH:12]=1)=[O:15]. The catalyst class is: 36. (2) Reactant: [CH3:1][O:2][P:3]([C@@H:6]([NH:8][C:9]([O:11][CH2:12][C:13]1[CH:18]=[CH:17][CH:16]=[CH:15][CH:14]=1)=[O:10])[CH3:7])(=O)[OH:4].C(Cl)(=O)C(C)(C)C.[OH:26][C@@H:27]([CH2:32][CH2:33][CH2:34][CH2:35][NH:36][C:37]([O:39][C:40]([CH3:43])([CH3:42])[CH3:41])=[O:38])[C:28]([O:30][CH3:31])=[O:29].NCCCCC(O)C(O)=O. Product: [CH2:12]([O:11][C:9]([NH:8][C@H:6]([P:3]([O:2][CH3:1])([O:26][C@@H:27]([CH2:32][CH2:33][CH2:34][CH2:35][NH:36][C:37]([O:39][C:40]([CH3:43])([CH3:42])[CH3:41])=[O:38])[C:28]([O:30][CH3:31])=[O:29])=[O:4])[CH3:7])=[O:10])[C:13]1[CH:14]=[CH:15][CH:16]=[CH:17][CH:18]=1. The catalyst class is: 571. (3) Reactant: CN1C(=O)CCC1.[CH3:8][O:9][C:10]1[CH:11]=[C:12]([NH:18][C:19]2[N:24]=[C:23](SC)[N:22]3[CH:27]=[CH:28][N:29]=[C:21]3[C:20]=2[C:30]([NH2:32])=[O:31])[CH:13]=[C:14]([O:16][CH3:17])[CH:15]=1.[NH2:33][CH2:34][C:35]1[CH:36]=[C:37]([CH:39]=[CH:40][CH:41]=1)[NH2:38].CCN(C(C)C)C(C)C. Product: [NH2:38][C:37]1[CH:36]=[C:35]([CH:41]=[CH:40][CH:39]=1)[CH2:34][NH:33][C:23]1[N:22]2[CH:27]=[CH:28][N:29]=[C:21]2[C:20]([C:30]([NH2:32])=[O:31])=[C:19]([NH:18][C:12]2[CH:11]=[C:10]([O:9][CH3:8])[CH:15]=[C:14]([O:16][CH3:17])[CH:13]=2)[N:24]=1. The catalyst class is: 6. (4) Reactant: Cl.[N:2]1[CH:7]=[CH:6][CH:5]=[C:4]([C:8]2[N:13]=[CH:12][C:11]([C:14]([OH:16])=O)=[CH:10][N:9]=2)[CH:3]=1.C(N(C(C)C)CC)(C)C.Cl.[CH3:27][NH:28][S:29]([C:32]1[CH:33]=[C:34]([CH:37]=[CH:38][CH:39]=1)[CH2:35][NH2:36])(=[O:31])=[O:30]. Product: [CH3:27][NH:28][S:29]([C:32]1[CH:33]=[C:34]([CH:37]=[CH:38][CH:39]=1)[CH2:35][NH:36][C:14]([C:11]1[CH:12]=[N:13][C:8]([C:4]2[CH:3]=[N:2][CH:7]=[CH:6][CH:5]=2)=[N:9][CH:10]=1)=[O:16])(=[O:30])=[O:31]. The catalyst class is: 3. (5) Reactant: [C:1]([O:5][C:6](=[O:14])[NH:7][C:8]1[CH:9]=[N:10][CH:11]=[CH:12][CH:13]=1)([CH3:4])([CH3:3])[CH3:2].C([Li])(C)(C)C.[I:20]I.[NH4+].[Cl-]. Product: [C:1]([O:5][C:6](=[O:14])[NH:7][C:8]1[CH:9]=[N:10][CH:11]=[CH:12][C:13]=1[I:20])([CH3:4])([CH3:2])[CH3:3]. The catalyst class is: 49. (6) Reactant: [Cl:1][C:2]1[N:7]=[C:6]([Cl:8])[C:5]([F:9])=[C:4](Cl)[N:3]=1.[NH:11]1[CH2:16][CH2:15][O:14][CH2:13][CH2:12]1. Product: [Cl:1][C:2]1[N:3]=[C:4]([N:11]2[CH2:16][CH2:15][O:14][CH2:13][CH2:12]2)[C:5]([F:9])=[C:6]([Cl:8])[N:7]=1. The catalyst class is: 8. (7) Reactant: [C:1]([C:5]1[CH:10]=[CH:9][CH:8]=[CH:7][C:6]=1[N:11]1[CH2:16][CH2:15][N:14]([C:17](=[O:21])[C:18](O)=[O:19])[CH2:13][CH2:12]1)([CH3:4])([CH3:3])[CH3:2].CCN=C=NCCCN(C)C.C1C=CC2N(O)N=NC=2C=1.[NH2:43][C:44]1[CH:49]=[CH:48][CH:47]=[CH:46][N:45]=1. Product: [C:1]([C:5]1[CH:10]=[CH:9][CH:8]=[CH:7][C:6]=1[N:11]1[CH2:12][CH2:13][N:14]([C:17](=[O:21])[C:18]([NH:43][C:44]2[CH:49]=[CH:48][CH:47]=[CH:46][N:45]=2)=[O:19])[CH2:15][CH2:16]1)([CH3:2])([CH3:4])[CH3:3]. The catalyst class is: 2. (8) Reactant: Cl.[C:2]([C:6]1[CH:10]=[C:9]([NH2:11])[N:8]([C:12]2[CH:17]=[CH:16][C:15]([CH3:18])=[CH:14][CH:13]=2)[N:7]=1)([CH3:5])([CH3:4])[CH3:3].[OH-].[Na+].[C:21](Cl)(=[O:28])[O:22][CH2:23][C:24]([Cl:27])([Cl:26])[Cl:25]. Product: [C:2]([C:6]1[CH:10]=[C:9]([NH:11][C:21](=[O:28])[O:22][CH2:23][C:24]([Cl:27])([Cl:26])[Cl:25])[N:8]([C:12]2[CH:13]=[CH:14][C:15]([CH3:18])=[CH:16][CH:17]=2)[N:7]=1)([CH3:5])([CH3:4])[CH3:3]. The catalyst class is: 25. (9) Reactant: [C:1]12([CH:11]([OH:24])[CH2:12][NH:13][C:14]3[C:15]4[CH2:23][CH2:22][NH:21][CH2:20][C:16]=4[N:17]=[CH:18][N:19]=3)[CH2:10][CH:5]3[CH2:6][CH:7]([CH2:9][CH:3]([CH2:4]3)[CH2:2]1)[CH2:8]2.[C:25](Cl)(=[O:32])[C:26]1[CH:31]=[CH:30][CH:29]=[CH:28][CH:27]=1.C(N(C(C)C)CC)(C)C. Product: [C:1]12([CH:11]([OH:24])[CH2:12][NH:13][C:14]3[C:15]4[CH2:23][CH2:22][N:21]([C:25]([C:26]5[CH:31]=[CH:30][CH:29]=[CH:28][CH:27]=5)=[O:32])[CH2:20][C:16]=4[N:17]=[CH:18][N:19]=3)[CH2:2][CH:3]3[CH2:4][CH:5]([CH2:6][CH:7]([CH2:9]3)[CH2:8]1)[CH2:10]2. The catalyst class is: 22. (10) Reactant: [C:1]1([C:7]#[C:8][C:9]2[CH:16]=[CH:15][C:14]([O:17][CH3:18])=[CH:13][C:10]=2[CH:11]=O)[CH:6]=[CH:5][CH:4]=[CH:3][CH:2]=1.Cl.[NH2:20][OH:21].C([O-])(=O)C.[Na+].C(=O)([O-])[O-].[K+].[K+]. Product: [CH3:18][O:17][C:14]1[CH:13]=[C:10]2[C:9]([CH:8]=[C:7]([C:1]3[CH:6]=[CH:5][CH:4]=[CH:3][CH:2]=3)[N+:20]([O-:21])=[CH:11]2)=[CH:16][CH:15]=1. The catalyst class is: 40.